Dataset: Catalyst prediction with 721,799 reactions and 888 catalyst types from USPTO. Task: Predict which catalyst facilitates the given reaction. (1) Reactant: [CH3:1][O:2][C:3]1[CH:8]=[CH:7][CH:6]=[CH:5][C:4]=1[N:9]1[C:13]([C:14]2[CH:15]=[N:16][CH:17]=[CH:18][CH:19]=2)=[CH:12][C:11]([CH:20]2[CH2:25][C:24]([CH3:27])([CH3:26])[O:23][C:22]([CH3:29])([CH3:28])[CH2:21]2)=[N:10]1.ClC1C=C(C=CC=1)C(OO)=[O:35]. Product: [CH3:1][O:2][C:3]1[CH:8]=[CH:7][CH:6]=[CH:5][C:4]=1[N:9]1[C:13]([C:14]2[CH:15]=[N+:16]([O-:35])[CH:17]=[CH:18][CH:19]=2)=[CH:12][C:11]([CH:20]2[CH2:25][C:24]([CH3:27])([CH3:26])[O:23][C:22]([CH3:29])([CH3:28])[CH2:21]2)=[N:10]1. The catalyst class is: 2. (2) The catalyst class is: 9. Reactant: [F:1][C:2]([F:32])([F:31])[C:3]1[CH:4]=[C:5]([CH:9]2[CH2:14][N:13]([C:15](OC3C=CC([N+]([O-])=O)=CC=3)=[O:16])[CH2:12][CH:11]([C:27]([O:29][CH3:30])=[O:28])[CH2:10]2)[CH:6]=[CH:7][CH:8]=1.[NH:33]1[CH2:37][CH2:36][CH:35]([OH:38])[CH2:34]1.C(=O)([O-])[O-].[K+].[K+].O. Product: [OH:38][CH:35]1[CH2:36][CH2:37][N:33]([C:15]([N:13]2[CH2:14][CH:9]([C:5]3[CH:6]=[CH:7][CH:8]=[C:3]([C:2]([F:32])([F:1])[F:31])[CH:4]=3)[CH2:10][CH:11]([C:27]([O:29][CH3:30])=[O:28])[CH2:12]2)=[O:16])[CH2:34]1.